Task: Predict the reactants needed to synthesize the given product.. Dataset: Full USPTO retrosynthesis dataset with 1.9M reactions from patents (1976-2016) (1) Given the product [Br:1][C:2]1[CH:3]=[C:4]2[C:9](=[CH:10][CH:11]=1)[N:8]=[CH:7][CH:6]=[C:5]2[O:13][C:14]1[CH:19]=[CH:18][CH:17]=[CH:16][CH:15]=1, predict the reactants needed to synthesize it. The reactants are: [Br:1][C:2]1[CH:3]=[C:4]2[C:9](=[CH:10][CH:11]=1)[N:8]=[CH:7][CH:6]=[C:5]2Cl.[O-:13][C:14]1[CH:19]=[CH:18][CH:17]=[CH:16][CH:15]=1.[Na+]. (2) Given the product [NH2:91][C@H:92]([CH3:93])[C:57]([NH:59][C@@H:60]([CH2:61][C:62]1[CH:63]=[CH:64][C:65]([C:68](=[O:69])[NH2:70])=[CH:66][CH:67]=1)[C:26]([N:28]1[CH2:32][C@@H:31]([C:33]2[CH:34]=[CH:35][CH:36]=[CH:37][CH:38]=2)[CH2:30][C@H:29]1[C:39]([NH:10][C@H:1]1[C:9]2[C:4](=[CH:5][CH:6]=[CH:7][CH:8]=2)[CH2:3][CH2:2]1)=[O:41])=[O:27])=[O:58], predict the reactants needed to synthesize it. The reactants are: [C@H:1]1([NH2:10])[C:9]2[C:4](=[CH:5][CH:6]=[CH:7][CH:8]=2)[CH2:3][CH2:2]1.C1C2C(CO[C:26]([N:28]3[CH2:32][C@@H:31]([C:33]4[CH:38]=[CH:37][CH:36]=[CH:35][CH:34]=4)[CH2:30][C@H:29]3[C:39]([OH:41])=O)=[O:27])C3C(=CC=CC=3)C=2C=CC=1.C1C=C2C(CO[C:57]([NH:59][C@H:60](C(O)=O)[CH2:61][C:62]3[CH:67]=[CH:66][C:65]([C:68]([NH2:70])=[O:69])=[CH:64][CH:63]=3)=[O:58])C3C(C2=CC=1)=CC=CC=3.C1C2C(COC([NH:91][C@@H:92](C)[C:93](O)=O)=O)C3C(=CC=CC=3)C=2C=CC=1. (3) The reactants are: C(N(CCC)[CH2:5][CH2:6][CH2:7][CH2:8][CH:9]([NH2:25])[C:10]1[CH:15]=[CH:14][C:13]([CH2:16][N:17]=[CH:18][C:19]2[O:20][C:21]([CH3:24])=[CH:22][CH:23]=2)=[CH:12][CH:11]=1)CC.C[N:30]1[CH2:34][CH2:33][CH2:32][C:31]1=O.[CH:36](NC(C)C)(C)[CH3:37].[CH2:43](Br)[CH2:44][CH2:45][CH2:46][CH2:47][CH3:48]. Given the product [CH2:34]([N:30]([CH2:31][CH2:36][CH3:37])[CH2:43][CH2:44][CH2:45][CH2:46][CH2:47][CH2:48][CH2:5][CH2:6][CH2:7][CH2:8][CH:9]([NH2:25])[C:10]1[CH:11]=[CH:12][C:13]([CH2:16][N:17]=[CH:18][C:19]2[O:20][C:21]([CH3:24])=[CH:22][CH:23]=2)=[CH:14][CH:15]=1)[CH2:33][CH3:32], predict the reactants needed to synthesize it. (4) Given the product [CH2:10]([O:12][C:13]1[CH:19]=[CH:18][C:16]([NH:17][C:2]2[CH:7]=[C:6]([CH3:8])[CH:5]=[CH:4][C:3]=2[CH3:9])=[CH:15][CH:14]=1)[CH3:11], predict the reactants needed to synthesize it. The reactants are: Cl[C:2]1[CH:7]=[C:6]([CH3:8])[CH:5]=[CH:4][C:3]=1[CH3:9].[CH2:10]([O:12][C:13]1[CH:19]=[CH:18][C:16]([NH2:17])=[CH:15][CH:14]=1)[CH3:11].CC([O-])(C)C.[Na+].O(CCCC)CCCC. (5) The reactants are: C(OC(=O)[NH:7][C:8]1([C:12]2[CH:17]=[CH:16][C:15]([C:18]3[C:27]([C:28]4[CH:33]=[CH:32][CH:31]=[CH:30][CH:29]=4)=[CH:26][C:25]4[C:24]5=[N:34][NH:35][C:36]([S:37][CH3:38])=[C:23]5[CH2:22][CH2:21][C:20]=4[N:19]=3)=[CH:14][CH:13]=2)[CH2:11][CH2:10][CH2:9]1)(C)(C)C. Given the product [CH3:38][S:37][C:36]1[NH:35][N:34]=[C:24]2[C:23]=1[CH2:22][CH2:21][C:20]1[N:19]=[C:18]([C:15]3[CH:16]=[CH:17][C:12]([C:8]4([NH2:7])[CH2:9][CH2:10][CH2:11]4)=[CH:13][CH:14]=3)[C:27]([C:28]3[CH:29]=[CH:30][CH:31]=[CH:32][CH:33]=3)=[CH:26][C:25]2=1, predict the reactants needed to synthesize it. (6) Given the product [N:1]1([C:6]2[CH:7]=[CH:8][C:9]([O:10][CH2:11][C:12]3[N:13]=[C:14]([CH:17]4[CH2:18][CH2:19][N:20]([C:31]([NH2:32])=[NH:26])[CH2:21][CH2:22]4)[S:15][CH:16]=3)=[CH:23][CH:24]=2)[CH:5]=[N:4][N:3]=[N:2]1, predict the reactants needed to synthesize it. The reactants are: [N:1]1([C:6]2[CH:24]=[CH:23][C:9]([O:10][CH2:11][C:12]3[N:13]=[C:14]([CH:17]4[CH2:22][CH2:21][NH:20][CH2:19][CH2:18]4)[S:15][CH:16]=3)=[CH:8][CH:7]=2)[CH:5]=[N:4][N:3]=[N:2]1.Cl.[N:26]1([C:31](N)=[NH:32])C=CC=N1.C(N(CC)CC)C. (7) Given the product [Br:1][C:2]1[CH:3]=[N:4][C:5]2[N:6]([N:8]=[C:9]([C:11]([N:16]3[CH2:17][CH2:18][C:19]4[C:24](=[CH:23][CH:22]=[CH:21][C:20]=4[C:25]4[CH:26]=[N:27][N:28]([CH3:30])[CH:29]=4)[CH:15]3[CH3:14])=[O:13])[CH:10]=2)[CH:7]=1, predict the reactants needed to synthesize it. The reactants are: [Br:1][C:2]1[CH:3]=[N:4][C:5]2[N:6]([N:8]=[C:9]([C:11]([OH:13])=O)[CH:10]=2)[CH:7]=1.[CH3:14][CH:15]1[C:24]2[C:19](=[C:20]([C:25]3[CH:26]=[N:27][N:28]([CH3:30])[CH:29]=3)[CH:21]=[CH:22][CH:23]=2)[CH2:18][CH2:17][NH:16]1. (8) Given the product [CH3:24][C:25]1[CH:29]=[C:28]([N:30]2[C:34](=[O:35])[N:33]([CH2:36][C:37]3[CH:38]=[CH:39][C:40]([S:43]([CH3:46])(=[O:45])=[O:44])=[CH:41][CH:42]=3)[N:32]=[CH:31]2)[S:27][C:26]=1[C:47]([NH:50][CH2:51][C:52]1[CH:53]=[N:54][CH:55]=[CH:56][CH:57]=1)=[O:49], predict the reactants needed to synthesize it. The reactants are: FC1C=CC(CN2C(=O)N(C3SC(C(O)=O)=C(C)C=3)C=N2)=CC=1.[CH3:24][C:25]1[CH:29]=[C:28]([N:30]2[C:34](=[O:35])[N:33]([CH2:36][C:37]3[CH:42]=[CH:41][C:40]([S:43]([CH3:46])(=[O:45])=[O:44])=[CH:39][CH:38]=3)[N:32]=[CH:31]2)[S:27][C:26]=1[C:47]([OH:49])=O.[NH2:50][CH2:51][C:52]1[CH:53]=[N:54][CH:55]=[CH:56][CH:57]=1. (9) The reactants are: [CH3:1][C:2]1[O:3][C:4]2[C:5](=[C:7]([C:11](OC)=[O:12])[CH:8]=[CH:9][CH:10]=2)[CH:6]=1.CC(C[AlH]CC(C)C)C.[OH-].[Na+]. Given the product [CH3:1][C:2]1[O:3][C:4]2[CH:10]=[CH:9][CH:8]=[C:7]([CH2:11][OH:12])[C:5]=2[CH:6]=1, predict the reactants needed to synthesize it. (10) The reactants are: COC1C=C(C2C3C(=NC=CC=3)NC=2)C=CC=1OC.[F:20][C:21]([F:38])([F:37])[CH2:22][O:23][C:24]1[CH:33]=[CH:32][C:31]2[C:26](=[CH:27][CH:28]=[CH:29][CH:30]=2)[C:25]=1[C:34]([OH:36])=O.[CH:39]1([O:44][C:45]2[CH:46]=[C:47]([C:53]3[C:61]4[C:56](=[N:57][CH:58]=[CH:59][CH:60]=4)[NH:55][CH:54]=3)[CH:48]=[CH:49][C:50]=2[O:51][CH3:52])[CH2:43][CH2:42][CH2:41][CH2:40]1. Given the product [CH:39]1([O:44][C:45]2[CH:46]=[C:47]([C:53]3[C:61]4[C:56](=[N:57][CH:58]=[CH:59][CH:60]=4)[N:55]([C:34]([C:25]4[C:26]5[C:31](=[CH:30][CH:29]=[CH:28][CH:27]=5)[CH:32]=[CH:33][C:24]=4[O:23][CH2:22][C:21]([F:20])([F:38])[F:37])=[O:36])[CH:54]=3)[CH:48]=[CH:49][C:50]=2[O:51][CH3:52])[CH2:40][CH2:41][CH2:42][CH2:43]1, predict the reactants needed to synthesize it.